The task is: Predict which catalyst facilitates the given reaction.. This data is from Catalyst prediction with 721,799 reactions and 888 catalyst types from USPTO. Reactant: Cl[C:2]1[CH:3]=[CH:4][C:5]2[N:6]([C:8]([CH:11]([C:13]3[C:14]([F:24])=[C:15]4[C:20](=[CH:21][C:22]=3[F:23])[N:19]=[CH:18][CH:17]=[CH:16]4)[CH3:12])=[CH:9][N:10]=2)[N:7]=1.[F-].[K+].Cl.[CH3:28][N:29]1[CH2:34][CH2:33][NH:32][CH:31]([CH3:35])[C:30]1=[O:36]. Product: [F:24][C:14]1[C:13]([CH:11]([C:8]2[N:6]3[N:7]=[C:2]([N:32]4[CH2:33][CH2:34][N:29]([CH3:28])[C:30](=[O:36])[CH:31]4[CH3:35])[CH:3]=[CH:4][C:5]3=[N:10][CH:9]=2)[CH3:12])=[C:22]([F:23])[CH:21]=[C:20]2[C:15]=1[CH:16]=[CH:17][CH:18]=[N:19]2. The catalyst class is: 37.